From a dataset of Forward reaction prediction with 1.9M reactions from USPTO patents (1976-2016). Predict the product of the given reaction. (1) Given the reactants C([C:5]1([OH:21])[CH:10]=[CH:9][CH:8]=[CH:7][CH:6]1[C:11]1[C:19]2[C:14](=[N:15][CH:16]=[N:17][C:18]=2[NH2:20])[NH:13][N:12]=1)(C)(C)C, predict the reaction product. The product is: [NH2:20][C:18]1[N:17]=[CH:16][N:15]=[C:14]2[NH:13][N:12]=[C:11]([C:6]3[CH:7]=[CH:8][CH:9]=[CH:10][C:5]=3[OH:21])[C:19]=12. (2) Given the reactants [Br:1]N1C(=O)CCC1=O.[CH2:9]([O:16][C:17]1[C:22]([NH2:23])=[C:21]([F:24])[C:20]([F:25])=[CH:19][CH:18]=1)[C:10]1[CH:15]=[CH:14][CH:13]=[CH:12][CH:11]=1.O, predict the reaction product. The product is: [CH2:9]([O:16][C:17]1[C:22]([NH2:23])=[C:21]([F:24])[C:20]([F:25])=[C:19]([Br:1])[CH:18]=1)[C:10]1[CH:11]=[CH:12][CH:13]=[CH:14][CH:15]=1. (3) Given the reactants [O:1]=[C:2]1[C:11]2[C:6](=[CH:7][CH:8]=[C:9]([NH:12][C:13](=[O:25])[O:14][CH2:15][CH2:16][O:17]CC3C=CC=CC=3)[CH:10]=2)[CH:5]=[C:4]([C:26]2[CH:31]=[CH:30][CH:29]=[CH:28][C:27]=2[C:32]([F:35])([F:34])[F:33])[NH:3]1, predict the reaction product. The product is: [O:1]=[C:2]1[C:11]2[C:6](=[CH:7][CH:8]=[C:9]([NH:12][C:13](=[O:25])[O:14][CH2:15][CH2:16][OH:17])[CH:10]=2)[CH:5]=[C:4]([C:26]2[CH:31]=[CH:30][CH:29]=[CH:28][C:27]=2[C:32]([F:34])([F:33])[F:35])[NH:3]1. (4) The product is: [CH:1]1([C:4]2[C:13](/[CH:14]=[CH:15]/[C:16]([OH:26])=[O:17])=[C:12]([C:18]3[CH:19]=[CH:20][C:21]([F:24])=[CH:22][CH:23]=3)[C:11]3[C:6](=[CH:7][CH:8]=[CH:9][CH:10]=3)[N:5]=2)[CH2:3][CH2:2]1. Given the reactants [CH:1]1([C:4]2[C:13](/[CH:14]=[CH:15]/[CH:16]=[O:17])=[C:12]([C:18]3[CH:23]=[CH:22][C:21]([F:24])=[CH:20][CH:19]=3)[C:11]3[C:6](=[CH:7][CH:8]=[CH:9][CH:10]=3)[N:5]=2)[CH2:3][CH2:2]1.P([O-])(O)(O)=[O:26].[Na+].OO.Cl([O-])=O.[Na+].O.O.O.O.O.S([O-])([O-])(=O)=S.[Na+].[Na+].Cl, predict the reaction product. (5) The product is: [Cl:13][C:10]1[CH:11]=[CH:12][C:7]([C@@:27]2([O:48][CH3:2])[C@H:26]([OH:25])[C@@H:31]([OH:32])[C@H:30]([OH:37])[C@@H:29]([CH2:42][OH:43])[O:28]2)=[CH:8][C:9]=1[CH2:14][C:15]1[CH:20]=[CH:19][C:18]([O:21][CH3:22])=[CH:17][CH:16]=1. Given the reactants [Li][CH2:2]CCC.Br[C:7]1[CH:12]=[CH:11][C:10]([Cl:13])=[C:9]([CH2:14][C:15]2[CH:20]=[CH:19][C:18]([O:21][CH3:22])=[CH:17][CH:16]=2)[CH:8]=1.C[Si](C)(C)[O:25][C@@H:26]1[C@@H:31]([O:32][Si](C)(C)C)[C@H:30]([O:37][Si](C)(C)C)[C@@H:29]([CH2:42][O:43][Si](C)(C)C)[O:28][C:27]1=[O:48].Cl.C(=O)(O)[O-].[Na+], predict the reaction product. (6) Given the reactants Br[C:2]1[C:29](Cl)=[CH:28][C:5]([O:6][C:7]2[CH:12]=[CH:11][N:10]=[CH:9][C:8]=2[C:13]([N:15]2[C:24]3[C:19](=[CH:20][CH:21]=[CH:22][CH:23]=3)[N:18]([CH:25]3[CH2:27][CH2:26]3)[CH2:17][CH2:16]2)=[O:14])=[C:4]([Cl:31])[CH:3]=1.C(N(CC)CC)C.[C]=O.[C:41]([O:44][CH2:45]C)(=[O:43])C, predict the reaction product. The product is: [CH3:45][O:44][C:41](=[O:43])[C:29]1[C:2](=[CH:3][C:4]([Cl:31])=[C:5]([O:6][C:7]2[CH:12]=[CH:11][N:10]=[CH:9][C:8]=2[C:13]([N:15]2[C:24]3[C:19](=[CH:20][CH:21]=[CH:22][CH:23]=3)[N:18]([CH:25]3[CH2:26][CH2:27]3)[CH2:17][CH2:16]2)=[O:14])[CH:28]=1)[C:41]([O:44][CH3:45])=[O:43]. (7) Given the reactants [Cl:1][C:2]1[CH:7]=[CH:6][C:5]([C:8]2[C:9](=[O:28])[C:10]3[CH:11]=[CH:12][C:13]4[N:25](C=O)[CH2:24][CH2:23][CH2:22][O:21][C:14]=4[C:15]=3[O:16][C:17]=2[CH:18]([CH3:20])[CH3:19])=[CH:4][CH:3]=1, predict the reaction product. The product is: [Cl:1][C:2]1[CH:7]=[CH:6][C:5]([C:8]2[C:9](=[O:28])[C:10]3[CH:11]=[CH:12][C:13]4[NH:25][CH2:24][CH2:23][CH2:22][O:21][C:14]=4[C:15]=3[O:16][C:17]=2[CH:18]([CH3:20])[CH3:19])=[CH:4][CH:3]=1.